Dataset: Full USPTO retrosynthesis dataset with 1.9M reactions from patents (1976-2016). Task: Predict the reactants needed to synthesize the given product. (1) Given the product [Cl:1][C:2]1[CH:7]=[CH:6][CH:5]=[C:4]([Cl:8])[C:3]=1[C:15]1[CH:14]=[C:13]([F:12])[CH:18]=[CH:17][C:16]=1[O:22][CH3:23], predict the reactants needed to synthesize it. The reactants are: [Cl:1][C:2]1[CH:7]=[CH:6][CH:5]=[C:4]([Cl:8])[C:3]=1Br.[OH-].[Na+].[F:12][C:13]1[CH:14]=[CH:15][C:16]([O:22][CH3:23])=[C:17](B(O)O)[CH:18]=1. (2) Given the product [C:23]([O:22][C:20]([NH:19][C@@H:15]([CH2:14][CH:11]1[CH2:10][CH2:9][CH:8]([NH:7][C:28]2[N:33]=[C:32]([C:34]3[CH:39]=[CH:38][CH:37]=[CH:36][CH:35]=3)[C:31]([C:40]3[CH:41]=[CH:42][CH:43]=[CH:44][CH:45]=3)=[CH:30][N:29]=2)[CH2:13][CH2:12]1)[C:16]([OH:18])=[O:17])=[O:21])([CH3:26])([CH3:25])[CH3:24], predict the reactants needed to synthesize it. The reactants are: C(=O)([O-])[O-].[Cs+].[Cs+].[NH2:7][CH:8]1[CH2:13][CH2:12][CH:11]([CH2:14][C@H:15]([NH:19][C:20]([O:22][C:23]([CH3:26])([CH3:25])[CH3:24])=[O:21])[C:16]([OH:18])=[O:17])[CH2:10][CH2:9]1.Cl[C:28]1[N:33]=[C:32]([C:34]2[CH:39]=[CH:38][CH:37]=[CH:36][CH:35]=2)[C:31]([C:40]2[CH:45]=[CH:44][CH:43]=[CH:42][CH:41]=2)=[CH:30][N:29]=1. (3) Given the product [CH:7]1([NH:11][CH2:12][CH2:13][CH2:14][NH2:15])[CH2:10][CH2:9][CH2:8]1, predict the reactants needed to synthesize it. The reactants are: [H-].[Al+3].[Li+].[H-].[H-].[H-].[CH:7]1([NH:11][CH2:12][CH2:13][C:14]#[N:15])[CH2:10][CH2:9][CH2:8]1.[OH-].[Na+].S([O-])([O-])(=O)=O.[Mg+2]. (4) Given the product [Cl:1][C:2]1[CH:7]=[CH:6][C:5]([C:8]2[C:14]3[CH:15]=[C:16]([C:19]4[CH:24]=[CH:23][CH:22]=[C:21]([CH2:25][N:41]5[CH2:42][CH2:43][N:38]([CH3:37])[CH2:39][CH2:40]5)[CH:20]=4)[CH:17]=[CH:18][C:13]=3[N:12]3[C:27]([CH3:30])=[N:28][N:29]=[C:11]3[C@H:10]([CH2:31][C:32]([NH:34][CH2:35][CH3:36])=[O:33])[N:9]=2)=[CH:4][CH:3]=1, predict the reactants needed to synthesize it. The reactants are: [Cl:1][C:2]1[CH:7]=[CH:6][C:5]([C:8]2[C:14]3[CH:15]=[C:16]([C:19]4[CH:24]=[CH:23][CH:22]=[C:21]([CH:25]=O)[CH:20]=4)[CH:17]=[CH:18][C:13]=3[N:12]3[C:27]([CH3:30])=[N:28][N:29]=[C:11]3[C@H:10]([CH2:31][C:32]([NH:34][CH2:35][CH3:36])=[O:33])[N:9]=2)=[CH:4][CH:3]=1.[CH3:37][N:38]1[CH2:43][CH2:42][NH:41][CH2:40][CH2:39]1.C(O[BH-](OC(=O)C)OC(=O)C)(=O)C.[Na+].C(=O)([O-])O.[Na+]. (5) Given the product [Cl:1][C:2]1[CH:3]=[N:4][CH:5]=[CH:6][C:7]=1[CH2:8][Cl:12], predict the reactants needed to synthesize it. The reactants are: [Cl:1][C:2]1[CH:3]=[N:4][CH:5]=[CH:6][C:7]=1[CH2:8]O.S(Cl)([Cl:12])=O.C(=O)(O)[O-].[Na+].